From a dataset of Forward reaction prediction with 1.9M reactions from USPTO patents (1976-2016). Predict the product of the given reaction. (1) Given the reactants [NH2:1][C:2]1[C:7]([CH:8]=O)=[CH:6][C:5]([Cl:10])=[CH:4][N:3]=1.[F:11][C:12]([F:22])([F:21])[C:13](=O)[CH2:14][C:15]([O:17][CH2:18][CH3:19])=[O:16].N1CCCCC1, predict the reaction product. The product is: [Cl:10][C:5]1[CH:6]=[C:7]2[C:2](=[N:3][CH:4]=1)[N:1]=[C:13]([C:12]([F:11])([F:22])[F:21])[C:14]([C:15]([O:17][CH2:18][CH3:19])=[O:16])=[CH:8]2. (2) Given the reactants [CH2:1]([O:3][C:4]([C:6]([CH3:21])([O:8][C:9]1[CH:14]=[CH:13][C:12]([CH2:15][CH2:16][CH2:17][C:18](O)=[O:19])=[CH:11][CH:10]=1)[CH3:7])=[O:5])[CH3:2].C(OCC)(=O)C.C(Cl)(=O)C([Cl:31])=O, predict the reaction product. The product is: [CH2:1]([O:3][C:4]([C:6]([CH3:21])([O:8][C:9]1[CH:14]=[CH:13][C:12]([CH2:15][CH2:16][CH2:17][C:18]([Cl:31])=[O:19])=[CH:11][CH:10]=1)[CH3:7])=[O:5])[CH3:2].